This data is from Forward reaction prediction with 1.9M reactions from USPTO patents (1976-2016). The task is: Predict the product of the given reaction. (1) Given the reactants C(NC1C=CC(C2C=C3C(CN([C@@H](C(C)C)C(OC)=O)C3=O)=CC=2)=CC=1)(=O)C1C=CC=CC=1.[NH2:34][C:35]1[CH:40]=[CH:39][C:38]([C:41]2[CH:49]=[C:48]3[C:44]([CH2:45][N:46]([C:51]4([C:55]([O:57][CH3:58])=[O:56])[CH2:54][CH2:53][CH2:52]4)[C:47]3=[O:50])=[CH:43][CH:42]=2)=[CH:37][CH:36]=1.[Cl:59][C:60]1[CH:68]=[CH:67][C:63]([C:64](Cl)=[O:65])=[CH:62][CH:61]=1, predict the reaction product. The product is: [Cl:59][C:60]1[CH:68]=[CH:67][C:63]([C:64]([NH:34][C:35]2[CH:36]=[CH:37][C:38]([C:41]3[CH:49]=[C:48]4[C:44]([CH2:45][N:46]([C:51]5([C:55]([O:57][CH3:58])=[O:56])[CH2:52][CH2:53][CH2:54]5)[C:47]4=[O:50])=[CH:43][CH:42]=3)=[CH:39][CH:40]=2)=[O:65])=[CH:62][CH:61]=1. (2) Given the reactants Cl[C:2]1[CH:7]=[C:6]([O:8][CH2:9][C:10]#[C:11][CH3:12])[N:5]=[CH:4][N:3]=1.C(=O)([O-])[O-].[K+].[K+].[F:19][C:20]1[C:25]([F:26])=[CH:24][CH:23]=[C:22]([F:27])[C:21]=1[OH:28].[Cl-].[NH4+], predict the reaction product. The product is: [CH2:9]([O:8][C:6]1[CH:7]=[C:2]([O:28][C:21]2[C:22]([F:27])=[CH:23][CH:24]=[C:25]([F:26])[C:20]=2[F:19])[N:3]=[CH:4][N:5]=1)[C:10]#[C:11][CH3:12]. (3) Given the reactants [CH:1]([C:4]1[CH:10]=[CH:9][C:7]([NH2:8])=[CH:6][CH:5]=1)([CH3:3])[CH3:2].Cl[C:12]([O:14][C:15]1[CH:20]=[CH:19][C:18]([N+:21]([O-:23])=[O:22])=[CH:17][CH:16]=1)=[O:13], predict the reaction product. The product is: [N+:21]([C:18]1[CH:17]=[CH:16][C:15]([O:14][C:12](=[O:13])[NH:8][C:7]2[CH:9]=[CH:10][C:4]([CH:1]([CH3:3])[CH3:2])=[CH:5][CH:6]=2)=[CH:20][CH:19]=1)([O-:23])=[O:22].